From a dataset of Experimentally validated miRNA-target interactions with 360,000+ pairs, plus equal number of negative samples. Binary Classification. Given a miRNA mature sequence and a target amino acid sequence, predict their likelihood of interaction. (1) The miRNA is hsa-miR-363-5p with sequence CGGGUGGAUCACGAUGCAAUUU. The protein sequence of the target gene is MLQEESDLSLIIAQIVQKLKGSNLYSQLERQAWASLQRPEIKLESLKEDIKEFFKISGWEKKLQNAVYSELSVFPLPSHPAAPPEHLKEPLVYMRKAQGSWEKRILKSLNSMCTELSIPLARKRPVGEQKELLNKWNEMGTDEPDLSLFRPVYAPKDFLEVLINLRNPNYENGDSLSFRTHLGLIQVPLKVKDIPELKECFVELGLNIGQLGIDDSTQVPPELFENEHVRIGQKVLAEQDSAAAQQYIRQGSPTALRAELWALILNISSQPEDVLYYEQLKTNVIQHDLLVDSLIYKDVK.... Result: 1 (interaction). (2) The miRNA is hsa-miR-6780b-3p with sequence UCCCUUGUCUCCUUUCCCUAG. The protein sequence of the target gene is MVMYARKQQRLSDGCHDRRGDSQPYQALKYSSKSHPSSGDHRHEKMRDAGDPSPPNKMLRRSDSPENKYSDSTGHSKAKNVHTHRVRERDGGTSYSPQENSHNHSALHSSNSHSSNPSNNPSKTSDAPYDSADDWSEHISSSGKKYYYNCRTEVSQWEKPKEWLEREQRQKEANKMAVNSFPKDRDYRREVMQATATSGFASGMEDKHSSDASSLLPQNILSQTSRHNDRDYRLPRAETHSSSTPVQHPIKPVVHPTATPSTVPSSPFTLQSDHQPKKSFDANGASTLSKLPTPTSSVPA.... Result: 1 (interaction). (3) The miRNA is hsa-miR-4766-5p with sequence UCUGAAAGAGCAGUUGGUGUU. The protein sequence of the target gene is MKTKNRPPRRRAPVQDTEATPGEGTPDGSLPNPGPEPAKGLRSRPARAAARAPGEGRRRRPGPSGPGGRRDSSIQRRLESNERERQRMHKLNNAFQALREVIPHVRADKKLSKIETLTLAKNYIKSLTATILTMSSSRLPGLEGPGPKLYQHYQQQQQVAGGALGATEAQPQGHLQRYSTQIHSFREGT. Result: 0 (no interaction). (4) The miRNA is hsa-miR-1288-5p with sequence GCAGAUCAGGACUGUAACUCACC. The protein sequence of the target gene is MTDTSVLDQWKASFFVEDFLEKKTITRMVTQINCEFEEVVPSSNPDSQIEVEEVSLYTHMDYNEVFTPVSCLEKCSALQNQNQDLFIDDKGILFVSSRKHLPTLPTLLSRLKLFLVKDPLLDFKGQIFTEANFSRECFSLQETLEAFVKEDFCMDKVNFCQEKLEDTICLNEPSSFLIEYEFLIPPSLKPEIDIPSLSELKELLNPVPEIINYVDEKEKLFERDLTNKHGIEDIGDIKFSSTEILTIQSQSEPEECSKPGELEMPLTPLFLTCQHSSVNSLRTELQTFPLSPVCKINLLT.... Result: 0 (no interaction). (5) The miRNA is hsa-miR-4531 with sequence AUGGAGAAGGCUUCUGA. The protein sequence of the target gene is MEDCLHTSSENLSKLVSWAHSHGTICSLIPNLKHLLSEGSHGNLTAMWGCSAGHAYHWPLTATCRAGSQERVCFQDNRSFNSDSPSIIGVPSETQTSPVERYPGRPVKAKLDCNRTRDSCDFSYCSEPSELDETVEEYEDENTLFDMVCESSVTDEDSDFEPQTQRPQSIARKRPGVVPSSLHSSSQTQMVDECSNDVIIKKIKQEIPEDYYIVANAELTGGVDGPALSLTQMAKPKPQTHAGPSCVGSAKLIPHVTSAISTELDPHGMSASPSVISRPIVQKTARVSLASPNRGPPGTH.... Result: 1 (interaction).